Dataset: Catalyst prediction with 721,799 reactions and 888 catalyst types from USPTO. Task: Predict which catalyst facilitates the given reaction. Reactant: Br[C:2]1[N:3]=[C:4]2[CH:10]=[CH:9][N:8]([CH2:11][O:12][CH2:13][CH2:14][Si:15]([CH3:18])([CH3:17])[CH3:16])[C:5]2=[N:6][CH:7]=1.C(=[NH:32])(C1C=CC=CC=1)C1C=CC=CC=1.C([O-])(=O)C.[Na+].Cl.NO. Product: [CH3:16][Si:15]([CH3:18])([CH3:17])[CH2:14][CH2:13][O:12][CH2:11][N:8]1[C:5]2=[N:6][CH:7]=[C:2]([NH2:32])[N:3]=[C:4]2[CH:10]=[CH:9]1. The catalyst class is: 733.